From a dataset of Catalyst prediction with 721,799 reactions and 888 catalyst types from USPTO. Predict which catalyst facilitates the given reaction. (1) Reactant: [Cl:1][C:2]1[CH:7]=[CH:6][C:5]([O:8][CH2:9][CH:10]([CH2:13][CH3:14])[CH2:11][CH3:12])=[CH:4][C:3]=1[CH3:15].[Br:16]N1C(=O)CCC1=O.C(OOC(=O)C1C=CC=CC=1)(=O)C1C=CC=CC=1. Product: [Br:16][CH2:15][C:3]1[CH:4]=[C:5]([O:8][CH2:9][CH:10]([CH2:13][CH3:14])[CH2:11][CH3:12])[CH:6]=[CH:7][C:2]=1[Cl:1]. The catalyst class is: 53. (2) Reactant: [Cl:1][C:2]1[CH:11]=[CH:10][CH:9]=[C:8]2[C:3]=1[C:4](=[O:22])[N:5]([C:14]1[CH:19]=[CH:18][CH:17]=[CH:16][C:15]=1[O:20][CH3:21])[C:6]([CH2:12]Cl)=[N:7]2.O.[SH:24][C:25]1[N:33]=[CH:32][N:31]=[C:30]2[C:26]=1[NH:27][CH:28]=[N:29]2.C([O-])([O-])=O.[K+].[K+]. Product: [Cl:1][C:2]1[CH:11]=[CH:10][CH:9]=[C:8]2[C:3]=1[C:4](=[O:22])[N:5]([C:14]1[CH:19]=[CH:18][CH:17]=[CH:16][C:15]=1[O:20][CH3:21])[C:6]([CH2:12][S:24][C:25]1[N:33]=[CH:32][N:31]=[C:30]3[C:26]=1[N:27]=[CH:28][NH:29]3)=[N:7]2. The catalyst class is: 3. (3) Reactant: Cl.[NH:2]1[CH2:7][CH2:6][C:5](O)(O)[CH2:4][CH2:3]1.[OH-:10].[Na+].[C:12](O[C:12]([O:14][C:15]([CH3:18])([CH3:17])[CH3:16])=[O:13])([O:14][C:15]([CH3:18])([CH3:17])[CH3:16])=[O:13]. Product: [C:12]([CH:5]1[CH2:6][CH2:7][NH:2][C:3](=[O:10])[CH2:4]1)([O:14][C:15]([CH3:18])([CH3:17])[CH3:16])=[O:13]. The catalyst class is: 5.